From a dataset of KCNQ2 potassium channel screen with 302,405 compounds. Binary Classification. Given a drug SMILES string, predict its activity (active/inactive) in a high-throughput screening assay against a specified biological target. (1) The compound is O=C1N(C2NC(=O)NC2N1)CC(O)=O. The result is 0 (inactive). (2) The compound is O=C(Nc1ccc(CCCC)cc1)CC(C)C. The result is 1 (active). (3) The drug is Clc1cc(C(=O)NCC(OC(C(=O)N2CCOCC2)C)=O)ccc1Cl. The result is 0 (inactive). (4) The compound is O=C1N(C(=O)C2C1CC=CC2)CCC(OC(C)C(=O)Nc1cc(ccc1)C#N)=O. The result is 0 (inactive). (5) The drug is n12CCCCc1nc(c2)c1ccc(cc1)C. The result is 0 (inactive). (6) The compound is o1c2c(c3CCCCc3c1=O)ccc(OC(C(=O)NC(Cc1ccccc1)C(O)=O)C)c2. The result is 0 (inactive). (7) The molecule is Brc1ccc(c2oc(NC(=O)c3occc3)nn2)cc1. The result is 1 (active).